This data is from Acute oral toxicity (LD50) regression data from Zhu et al.. The task is: Regression/Classification. Given a drug SMILES string, predict its toxicity properties. Task type varies by dataset: regression for continuous values (e.g., LD50, hERG inhibition percentage) or binary classification for toxic/non-toxic outcomes (e.g., AMES mutagenicity, cardiotoxicity, hepatotoxicity). Dataset: ld50_zhu. (1) The drug is CN(C)CCOC1=Cc2ccccc2Sc2ccc(Cl)cc21. The rat oral LD50 is 3.04, given as -log10 of the dose in mol/kg body weight (higher means more acutely toxic). (2) The molecule is N#CC=C(Cl)C#N. The rat oral LD50 is 1.22, given as -log10 of the dose in mol/kg body weight (higher means more acutely toxic). (3) The compound is C=CCOC1=NS(=O)(=O)c2ccccc21. The rat oral LD50 is 2.04, given as -log10 of the dose in mol/kg body weight (higher means more acutely toxic). (4) The compound is CCCCOC(=O)c1ccccc1C(=O)OCCOCCOC(=O)c1ccccc1C(=O)OCCCC. The rat oral LD50 is 1.67, given as -log10 of the dose in mol/kg body weight (higher means more acutely toxic). (5) The compound is CCOC(C)=Cc1oc2ccccc2[n+]1CCCS(=O)(=O)[O-]. The rat oral LD50 is 1.47, given as -log10 of the dose in mol/kg body weight (higher means more acutely toxic). (6) The drug is Nc1nc2c(Cl)cccc2o1. The rat oral LD50 is 2.53, given as -log10 of the dose in mol/kg body weight (higher means more acutely toxic). (7) The compound is OCC(Br)C(Br)CO. The rat oral LD50 is 2.00, given as -log10 of the dose in mol/kg body weight (higher means more acutely toxic).